This data is from Catalyst prediction with 721,799 reactions and 888 catalyst types from USPTO. The task is: Predict which catalyst facilitates the given reaction. (1) Reactant: [CH3:1][N:2]([CH3:16])/[CH:3]=[N:4]/[C:5]1[NH:6][C:7](=[O:15])[C:8]([N+:12]([O-:14])=[O:13])=[C:9]([CH3:11])[N:10]=1.C1CCN2C(=NCCC2)CC1.[CH2:28](Br)[C:29]1[CH:34]=[CH:33][CH:32]=[CH:31][CH:30]=1.Cl. Product: [CH2:28]([N:6]1[C:7](=[O:15])[C:8]([N+:12]([O-:14])=[O:13])=[C:9]([CH3:11])[N:10]=[C:5]1/[N:4]=[CH:3]/[N:2]([CH3:1])[CH3:16])[C:29]1[CH:34]=[CH:33][CH:32]=[CH:31][CH:30]=1. The catalyst class is: 3. (2) Reactant: [N+:1]([C:4]1[CH:5]=[CH:6][C:7]([C:18]([F:24])([F:23])[C:19]([F:22])([F:21])[F:20])=[C:8]([CH:17]=1)[O:9][CH2:10][CH:11]1[CH2:16][CH2:15][NH:14][CH2:13][CH2:12]1)([O-:3])=[O:2].[CH3:25][C:26]([CH3:28])=O.[BH-](OC(C)=O)(OC(C)=O)OC(C)=O.[Na+].C(O)(=O)C. Product: [CH:26]([N:14]1[CH2:15][CH2:16][CH:11]([CH2:10][O:9][C:8]2[CH:17]=[C:4]([N+:1]([O-:3])=[O:2])[CH:5]=[CH:6][C:7]=2[C:18]([F:24])([F:23])[C:19]([F:20])([F:21])[F:22])[CH2:12][CH2:13]1)([CH3:28])[CH3:25]. The catalyst class is: 26. (3) Reactant: Cl.[OH:2][C:3]1[CH:4]=[CH:5][C:6]([C:9]([O:11][CH3:12])=[O:10])=[N:7][CH:8]=1.C(=O)([O-])[O-].[K+].[K+].Cl[C:20]([F:30])([F:29])C(C1C=CC=CC=1)=O. Product: [F:29][CH:20]([F:30])[O:2][C:3]1[CH:4]=[CH:5][C:6]([C:9]([O:11][CH3:12])=[O:10])=[N:7][CH:8]=1. The catalyst class is: 192. (4) Reactant: [I:1][C:2]1[CH:8]=[CH:7][C:5]([NH2:6])=[CH:4][CH:3]=1.[C:9]12[C:15](=[CH:16][CH:17]=[CH:18][CH:19]=1)[NH:14]C(=O)O[C:10]2=[O:11]. Product: [NH2:14][C:15]1[CH:16]=[CH:17][CH:18]=[CH:19][C:9]=1[C:10]([NH:6][C:5]1[CH:7]=[CH:8][C:2]([I:1])=[CH:3][CH:4]=1)=[O:11]. The catalyst class is: 42. (5) Reactant: [Cl:1][C:2]1[CH:10]=[CH:9][C:8]([F:11])=[C:7]2[C:3]=1[CH2:4][CH2:5][CH:6]2[NH2:12].[S:13](Cl)(=[O:16])(=[O:15])[NH2:14].CCOC(C)=O.O. Product: [Cl:1][C:2]1[CH:10]=[CH:9][C:8]([F:11])=[C:7]2[C:3]=1[CH2:4][CH2:5][CH:6]2[NH:12][S:13]([NH2:14])(=[O:16])=[O:15]. The catalyst class is: 2.